From a dataset of NCI-60 drug combinations with 297,098 pairs across 59 cell lines. Regression. Given two drug SMILES strings and cell line genomic features, predict the synergy score measuring deviation from expected non-interaction effect. (1) Drug 1: CCC1(CC2CC(C3=C(CCN(C2)C1)C4=CC=CC=C4N3)(C5=C(C=C6C(=C5)C78CCN9C7C(C=CC9)(C(C(C8N6C=O)(C(=O)OC)O)OC(=O)C)CC)OC)C(=O)OC)O.OS(=O)(=O)O. Drug 2: COC1=NC(=NC2=C1N=CN2C3C(C(C(O3)CO)O)O)N. Cell line: UACC-257. Synergy scores: CSS=0.312, Synergy_ZIP=-1.70, Synergy_Bliss=0.0147, Synergy_Loewe=-14.9, Synergy_HSA=-1.36. (2) Drug 1: CC1=C(C(=O)C2=C(C1=O)N3CC4C(C3(C2COC(=O)N)OC)N4)N. Drug 2: COCCOC1=C(C=C2C(=C1)C(=NC=N2)NC3=CC=CC(=C3)C#C)OCCOC.Cl. Cell line: LOX IMVI. Synergy scores: CSS=31.5, Synergy_ZIP=-3.83, Synergy_Bliss=-10.2, Synergy_Loewe=-22.5, Synergy_HSA=-8.07. (3) Drug 1: CC1=CC=C(C=C1)C2=CC(=NN2C3=CC=C(C=C3)S(=O)(=O)N)C(F)(F)F. Drug 2: CC(C)CN1C=NC2=C1C3=CC=CC=C3N=C2N. Cell line: SF-268. Synergy scores: CSS=-5.49, Synergy_ZIP=1.57, Synergy_Bliss=-0.887, Synergy_Loewe=-3.49, Synergy_HSA=-4.40.